From a dataset of Forward reaction prediction with 1.9M reactions from USPTO patents (1976-2016). Predict the product of the given reaction. Given the reactants CC(N([C@H](C)C(NC1C=NC(OC2C3C(C)(C)COC=3C=CC=2)=CC=1)=O)C(=O)[O-])(C)C.[CH3:32][C:33]1([CH3:63])[C:37]2[C:38]([O:42][C:43]3[N:48]=[CH:47][C:46]([NH:49][C:50]([C@H:52]([NH:55]C(=O)OC(C)(C)C)[CH2:53][CH3:54])=[O:51])=[CH:45][CH:44]=3)=[CH:39][CH:40]=[CH:41][C:36]=2[O:35][CH2:34]1, predict the reaction product. The product is: [NH2:55][C@H:52]([CH2:53][CH3:54])[C:50]([NH:49][C:46]1[CH:47]=[N:48][C:43]([O:42][C:38]2[C:37]3[C:33]([CH3:32])([CH3:63])[CH2:34][O:35][C:36]=3[CH:41]=[CH:40][CH:39]=2)=[CH:44][CH:45]=1)=[O:51].